This data is from NCI-60 drug combinations with 297,098 pairs across 59 cell lines. The task is: Regression. Given two drug SMILES strings and cell line genomic features, predict the synergy score measuring deviation from expected non-interaction effect. Drug 1: CC1=CC2C(CCC3(C2CCC3(C(=O)C)OC(=O)C)C)C4(C1=CC(=O)CC4)C. Drug 2: CC1C(C(CC(O1)OC2CC(CC3=C2C(=C4C(=C3O)C(=O)C5=C(C4=O)C(=CC=C5)OC)O)(C(=O)CO)O)N)O.Cl. Cell line: BT-549. Synergy scores: CSS=62.9, Synergy_ZIP=-0.940, Synergy_Bliss=-0.470, Synergy_Loewe=0.172, Synergy_HSA=4.31.